From a dataset of Forward reaction prediction with 1.9M reactions from USPTO patents (1976-2016). Predict the product of the given reaction. (1) Given the reactants [NH2:1][C:2]1[CH:3]=[C:4]2[C:9](=[CH:10][C:11]=1[O:12][CH2:13][C:14]1[CH:19]=[CH:18][CH:17]=[CH:16][CH:15]=1)[O:8][C:7](=[O:20])[C:6]([O:21][CH3:22])=[CH:5]2.C([O-])([O-])=O.[K+].[K+].Br[CH2:30][C:31]([O:33][CH3:34])=[O:32].O, predict the reaction product. The product is: [CH3:34][O:33][C:31](=[O:32])[CH2:30][NH:1][C:2]1[CH:3]=[C:4]2[C:9](=[CH:10][C:11]=1[O:12][CH2:13][C:14]1[CH:19]=[CH:18][CH:17]=[CH:16][CH:15]=1)[O:8][C:7](=[O:20])[C:6]([O:21][CH3:22])=[CH:5]2. (2) Given the reactants [NH:1]1[CH2:6][CH2:5][O:4][CH2:3][CH2:2]1.[CH3:7][O:8][C:9]1[CH:10]=[C:11]([NH:21][C:22]2[S:23][C:24]([CH:27]=O)=[CH:25][N:26]=2)[CH:12]=[CH:13][C:14]=1[N:15]1[CH:19]=[C:18]([CH3:20])[N:17]=[CH:16]1.O1CCCC1, predict the reaction product. The product is: [CH3:7][O:8][C:9]1[CH:10]=[C:11]([NH:21][C:22]2[S:23][C:24]([CH2:27][N:1]3[CH2:6][CH2:5][O:4][CH2:3][CH2:2]3)=[CH:25][N:26]=2)[CH:12]=[CH:13][C:14]=1[N:15]1[CH:19]=[C:18]([CH3:20])[N:17]=[CH:16]1. (3) Given the reactants [C:1](=[O:4])([O-])[O-].[K+].[K+].[CH2:7](Br)[C:8]1[CH:13]=[CH:12][CH:11]=[CH:10][CH:9]=1.O.[CH3:16][N:17](C)[CH:18]=[O:19], predict the reaction product. The product is: [CH2:7]([O:4][C:1]1[CH:11]=[CH:10][C:9]2[C:18](=[O:19])[NH:17][CH2:16][CH2:12][CH2:13][C:8]=2[CH:7]=1)[C:8]1[CH:13]=[CH:12][CH:11]=[CH:10][CH:9]=1. (4) Given the reactants C([O:5][C:6](=[O:38])[CH2:7][N:8]1[C:12]([C:13]2[N:17]([C:18]3[CH:23]=[CH:22][C:21]([C:24]#[N:25])=[CH:20][CH:19]=3)[N:16]=[CH:15][CH:14]=2)=[C:11]([CH3:26])[N:10]([C:27]2[CH:32]=[CH:31][CH:30]=[C:29]([C:33]([F:36])([F:35])[F:34])[CH:28]=2)[C:9]1=[O:37])(C)(C)C.C(O)(C(F)(F)F)=O, predict the reaction product. The product is: [C:24]([C:21]1[CH:22]=[CH:23][C:18]([N:17]2[C:13]([C:12]3[N:8]([CH2:7][C:6]([OH:38])=[O:5])[C:9](=[O:37])[N:10]([C:27]4[CH:32]=[CH:31][CH:30]=[C:29]([C:33]([F:36])([F:35])[F:34])[CH:28]=4)[C:11]=3[CH3:26])=[CH:14][CH:15]=[N:16]2)=[CH:19][CH:20]=1)#[N:25].